This data is from Full USPTO retrosynthesis dataset with 1.9M reactions from patents (1976-2016). The task is: Predict the reactants needed to synthesize the given product. Given the product [Cl:1][C:2]1[CH:7]=[CH:6][C:5]([C:8]2[N:13]3[CH:14]=[C:15]([C:17]4[CH:22]=[CH:21][CH:20]=[CH:19][C:18]=4[O:23][CH3:24])[N:16]=[C:12]3[N:11]=[C:10]([CH3:25])[C:9]=2[C:26]#[N:27])=[CH:4][C:3]=1[F:28], predict the reactants needed to synthesize it. The reactants are: [Cl:1][C:2]1[CH:7]=[CH:6][C:5]([CH:8]2[N:13]3[CH:14]=[C:15]([C:17]4[CH:22]=[CH:21][CH:20]=[CH:19][C:18]=4[O:23][CH3:24])[N:16]=[C:12]3[NH:11][C:10]([CH3:25])=[C:9]2[C:26]#[N:27])=[CH:4][C:3]=1[F:28].ClC1C(=O)C(C#N)=C(C#N)C(=O)C=1Cl.